Dataset: Catalyst prediction with 721,799 reactions and 888 catalyst types from USPTO. Task: Predict which catalyst facilitates the given reaction. (1) Reactant: N([O-])=O.[Na+].[F:5][C:6]1[CH:7]=[C:8](N)[C:9]2[O:14][CH2:13][CH2:12][O:11][C:10]=2[CH:15]=1.[BrH:17]. Product: [Br:17][C:8]1[C:9]2[O:14][CH2:13][CH2:12][O:11][C:10]=2[CH:15]=[C:6]([F:5])[CH:7]=1. The catalyst class is: 6. (2) Reactant: [Cl:1][C:2]1[CH:7]=[CH:6][C:5]([NH:8][C:9]([C:11]2[CH:21]=[CH:20][C:14]([C:15](=[NH:19])OCC)=[CH:13][CH:12]=2)=[O:10])=[CH:4][C:3]=1[C:22]1[CH:27]=[CH:26][CH:25]=[CH:24][N:23]=1.[CH3:28][CH:29]1[O:34][CH:33]([CH3:35])[CH2:32][NH:31][CH2:30]1. Product: [Cl:1][C:2]1[CH:7]=[CH:6][C:5]([NH:8][C:9](=[O:10])[C:11]2[CH:12]=[CH:13][C:14]([C:15]([N:31]3[CH2:32][CH:33]([CH3:35])[O:34][CH:29]([CH3:28])[CH2:30]3)=[NH:19])=[CH:20][CH:21]=2)=[CH:4][C:3]=1[C:22]1[CH:27]=[CH:26][CH:25]=[CH:24][N:23]=1. The catalyst class is: 5. (3) Reactant: [CH:1]1([CH:7]2[CH:16]3[CH2:17][CH2:18][CH2:19][O:20][CH:15]3[C:14]3[CH:13]=[C:12]([C:21]([OH:23])=[O:22])[CH:11]=[CH:10][C:9]=3[NH:8]2)[CH2:6][CH2:5][CH2:4][CH2:3][CH2:2]1.C1(N)CC1.CCN(C(C)C)C(C)C.C(Cl)CCl. Product: [CH:1]1([C@H:7]2[C@@H:16]3[CH2:17][CH2:18][CH2:19][O:20][C@@H:15]3[C:14]3[CH:13]=[C:12]([C:21]([OH:23])=[O:22])[CH:11]=[CH:10][C:9]=3[NH:8]2)[CH2:2][CH2:3][CH2:4][CH2:5][CH2:6]1. The catalyst class is: 2. (4) Reactant: C(O[C:6](=[O:17])[NH:7][CH2:8][C:9]1[C:10]([NH2:16])=[N:11][C:12]([CH3:15])=[N:13][CH:14]=1)(C)(C)C.[C:18]([OH:39])(=O)[CH2:19][CH2:20][CH2:21]/[CH:22]=[CH:23]\[CH2:24]/[CH:25]=[CH:26]\[CH2:27]/[CH:28]=[CH:29]\[CH2:30]/[CH:31]=[CH:32]\[CH2:33]/[CH:34]=[CH:35]\[CH2:36][CH3:37].C(Cl)CCl.[CH:44]1[CH:45]=[CH:46]C2N(O)N=[N:50][C:48]=2[CH:49]=1.C(N(CC)CC)C. Product: [C:18]([NH:16][C:10]1[C:9]([CH2:8][NH:7][C:6](=[O:17])[C:45]2[CH:44]=[CH:49][CH:48]=[N:50][CH:46]=2)=[CH:14][N:13]=[C:12]([CH3:15])[N:11]=1)(=[O:39])[CH2:19][CH2:20][CH2:21]/[CH:22]=[CH:23]\[CH2:24]/[CH:25]=[CH:26]\[CH2:27]/[CH:28]=[CH:29]\[CH2:30]/[CH:31]=[CH:32]\[CH2:33]/[CH:34]=[CH:35]\[CH2:36][CH3:37]. The catalyst class is: 120. (5) Reactant: [CH2:1]([O:3][C:4]1[CH:5]=[C:6]([CH:10]=[CH:11][C:12]=1[O:13][CH2:14][CH3:15])[C:7]([OH:9])=O)[CH3:2].CCN=C=NCCCN(C)C.C1C=CC2N(O)N=NC=2C=1.O[NH:38]/[C:39](=[N:56]\[H])/[C:40]1[CH:41]=[CH:42][CH:43]=[C:44]2[C:48]=1[NH:47][CH:46]=[C:45]2[CH2:49][CH2:50][C:51]([O:53][CH2:54][CH3:55])=[O:52].CCCC[N+](CCCC)(CCCC)CCCC.[F-]. Product: [CH2:1]([O:3][C:4]1[CH:5]=[C:6]([C:7]2[O:9][N:56]=[C:39]([C:40]3[CH:41]=[CH:42][CH:43]=[C:44]4[C:48]=3[NH:47][CH:46]=[C:45]4[CH2:49][CH2:50][C:51]([O:53][CH2:54][CH3:55])=[O:52])[N:38]=2)[CH:10]=[CH:11][C:12]=1[O:13][CH2:14][CH3:15])[CH3:2]. The catalyst class is: 7. (6) Reactant: [CH2:1]([NH:3][C:4]1[C:8]([CH3:9])=[CH:7][N:6]([CH3:10])[N:5]=1)[CH3:2].[C:11]([O:15][C:16](O[C:16]([O:15][C:11]([CH3:14])([CH3:13])[CH3:12])=[O:17])=[O:17])([CH3:14])([CH3:13])[CH3:12].CCN(C(C)C)C(C)C. Product: [CH3:10][N:6]1[CH:7]=[C:8]([CH3:9])[C:4]([N:3]([CH2:1][CH3:2])[C:16](=[O:17])[O:15][C:11]([CH3:14])([CH3:13])[CH3:12])=[N:5]1. The catalyst class is: 473.